The task is: Regression. Given a peptide amino acid sequence and an MHC pseudo amino acid sequence, predict their binding affinity value. This is MHC class I binding data.. This data is from Peptide-MHC class I binding affinity with 185,985 pairs from IEDB/IMGT. (1) The peptide sequence is YVAAWKAKV. The MHC is HLA-A02:01 with pseudo-sequence HLA-A02:01. The binding affinity (normalized) is 0.637. (2) The peptide sequence is ETIVLMAVHCM. The MHC is Mamu-B17 with pseudo-sequence Mamu-B17. The binding affinity (normalized) is 0.